From a dataset of Full USPTO retrosynthesis dataset with 1.9M reactions from patents (1976-2016). Predict the reactants needed to synthesize the given product. Given the product [CH3:8][C:6]1[CH:7]=[C:2]([C:28]#[C:29][CH3:30])[CH:3]=[C:4]([CH3:25])[C:5]=1[C:9]1[C:10](=[O:24])[CH2:11][CH:12]([CH2:17][CH:18]2[CH2:23][CH2:22][O:21][CH2:20][CH2:19]2)[CH2:13][C:14]=1[O:15][CH3:16], predict the reactants needed to synthesize it. The reactants are: Br[C:2]1[CH:7]=[C:6]([CH3:8])[C:5]([C:9]2[C:10](=[O:24])[CH2:11][CH:12]([CH2:17][CH:18]3[CH2:23][CH2:22][O:21][CH2:20][CH2:19]3)[CH2:13][C:14]=2[O:15][CH3:16])=[C:4]([CH3:25])[CH:3]=1.[F-].[Cs+].[CH2:28]([Sn](CCCC)(CCCC)C=CC)[CH2:29][CH2:30]C.